Dataset: Reaction yield outcomes from USPTO patents with 853,638 reactions. Task: Predict the reaction yield, written as a fraction of the theoretical maximum amount of product (1.0 means a 100% yield; for example, 0.34 means a 34% yield). (1) The reactants are Cl[CH2:2][C:3]1[C:12]2[C:7](=[CH:8][C:9]([OH:13])=[CH:10][CH:11]=2)[O:6][C:5](=[O:14])[CH:4]=1.S(=O)(=O)(O)[OH:16]. The catalyst is [OH-].[Na+]. The product is [OH:13][C:9]1[CH:10]=[CH:11][C:12]2[C:3]([CH2:4][C:5]([OH:14])=[O:16])=[CH:2][O:6][C:7]=2[CH:8]=1. The yield is 0.830. (2) The reactants are [F:1][C:2]1[C:3]([OH:15])=[C:4]2C(=[CH:9][CH:10]=1)NC=[C:5]2[CH2:11][C:12]([OH:14])=[O:13].[OH-].[K+].[CH3:18]I.[OH-].[Na+].Cl.[CH3:23][N:24]([CH:26]=O)[CH3:25]. The product is [F:1][C:2]1[C:3]([O:15][CH3:18])=[C:4]2[C:25](=[CH:9][CH:10]=1)[N:24]([CH3:23])[CH:26]=[C:5]2[CH2:11][C:12]([OH:14])=[O:13]. The catalyst is CO.C(OCC)(=O)C.O. The yield is 0.850. (3) The reactants are [Cl:1][C:2]1[C:3]([CH2:12][O:13][C:14]2[CH:23]=[CH:22][C:21]3[CH2:20][CH2:19][C:18]([CH3:25])([CH3:24])[CH2:17][C:16]=3[CH:15]=2)=[CH:4][C:5]([F:11])=[C:6]([CH:10]=1)[C:7](O)=[O:8].[CH3:26][N:27]([CH3:32])[S:28](=[O:31])(=[O:30])[NH2:29].Cl.C(N=C=NCCCN(C)C)C. The catalyst is CN(C)C1C=CN=CC=1.C(Cl)Cl. The product is [Cl:1][C:2]1[C:3]([CH2:12][O:13][C:14]2[CH:23]=[CH:22][C:21]3[CH2:20][CH2:19][C:18]([CH3:25])([CH3:24])[CH2:17][C:16]=3[CH:15]=2)=[CH:4][C:5]([F:11])=[C:6]([CH:10]=1)[C:7]([NH:29][S:28](=[O:31])(=[O:30])[N:27]([CH3:32])[CH3:26])=[O:8]. The yield is 0.190. (4) The reactants are [CH2:1]([O:4][C:5](=[O:17])[C:6]([C:9]1[CH:14]=[C:13]([Br:15])[CH:12]=[CH:11][C:10]=1[F:16])=[N+]=[N-])[CH:2]=[CH2:3]. The catalyst is C(Cl)Cl.CCCCCCCC([O-])=O.CCCCCCCC([O-])=O.CCCCCCCC([O-])=O.CCCCCCCC([O-])=O.[Rh+2].[Rh+2]. The product is [Br:15][C:13]1[CH:12]=[CH:11][C:10]([F:16])=[C:9]([C:6]23[CH2:3][CH:2]2[CH2:1][O:4][C:5]3=[O:17])[CH:14]=1. The yield is 0.850. (5) The yield is 0.870. The catalyst is N1C=CC=CC=1. The product is [Br:1][C:2]1[CH:7]=[CH:6][C:5]([S:8]([NH:12][C:13]2[CH:14]=[N:15][N:16]([CH3:18])[CH:17]=2)(=[O:10])=[O:9])=[CH:4][CH:3]=1. The reactants are [Br:1][C:2]1[CH:7]=[CH:6][C:5]([S:8](Cl)(=[O:10])=[O:9])=[CH:4][CH:3]=1.[NH2:12][C:13]1[CH:14]=[N:15][N:16]([CH3:18])[CH:17]=1.